From a dataset of Full USPTO retrosynthesis dataset with 1.9M reactions from patents (1976-2016). Predict the reactants needed to synthesize the given product. (1) Given the product [C:1]([S:5]([CH2:6][C@@:7]1([CH3:14])[NH:11][C:10](=[O:12])[NH:9][C:8]1=[O:13])=[O:18])([CH3:4])([CH3:2])[CH3:3], predict the reactants needed to synthesize it. The reactants are: [C:1]([S:5][CH2:6][C@@:7]1([CH3:14])[NH:11][C:10](=[O:12])[NH:9][C:8]1=[O:13])([CH3:4])([CH3:3])[CH3:2].CO.S(=O)(=O)(O)[OH:18].C(O)(C)C.OO.O. (2) Given the product [CH2:18]([O:20][C:21](=[S:22])[S:23][C:4]1[CH:5]=[C:6]([C:8]([F:11])([F:10])[F:9])[CH:7]=[C:2]([Br:1])[CH:3]=1)[CH3:19], predict the reactants needed to synthesize it. The reactants are: [Br:1][C:2]1[CH:3]=[C:4](N)[CH:5]=[C:6]([C:8]([F:11])([F:10])[F:9])[CH:7]=1.Cl.N([O-])=O.[Na+].[CH2:18]([O:20][C:21]([SH:23])=[S:22])[CH3:19].[K]. (3) Given the product [F:33][C:2]([F:1])([F:32])[C:3]1[CH:27]=[C:26]([C:28]([F:29])([F:31])[F:30])[CH:25]=[CH:24][C:4]=1[CH2:5][N:6]1[C:14]2[C:9](=[CH:10][C:11]([CH:15]=[C:16]3[S:20][C:19]([N:34]4[CH2:40][CH2:39][C:38](=[O:41])[NH:37][CH2:36][CH2:35]4)=[N:18][C:17]3=[O:23])=[CH:12][CH:13]=2)[CH:8]=[N:7]1, predict the reactants needed to synthesize it. The reactants are: [F:1][C:2]([F:33])([F:32])[C:3]1[CH:27]=[C:26]([C:28]([F:31])([F:30])[F:29])[CH:25]=[CH:24][C:4]=1[CH2:5][N:6]1[C:14]2[C:9](=[CH:10][C:11]([CH:15]=[C:16]3[S:20][C:19](SC)=[N:18][C:17]3=[O:23])=[CH:12][CH:13]=2)[CH:8]=[N:7]1.[NH:34]1[CH2:40][CH2:39][C:38](=[O:41])[NH:37][CH2:36][CH2:35]1. (4) Given the product [CH3:17][N:18]1[CH2:22][CH2:23][N:16]([C:6]2[CH:7]=[CH:8][C:9]([N:10]3[CH2:11][CH2:12][CH2:13][CH2:14][CH2:15]3)=[C:4]([N+:1]([O-:3])=[O:2])[CH:5]=2)[CH2:20][CH2:19]1, predict the reactants needed to synthesize it. The reactants are: [N+:1]([C:4]1[CH:5]=[C:6]([NH2:16])[CH:7]=[CH:8][C:9]=1[N:10]1[CH2:15][CH2:14][CH2:13][CH2:12][CH2:11]1)([O-:3])=[O:2].[CH3:17][N:18]([CH2:22][CH2:23]Cl)[CH2:19][CH2:20]Cl.Cl.C([O-])([O-])=O.[K+].[K+]. (5) Given the product [CH3:15][C:16]1[O:12][N:11]=[C:10]([C:7]2[CH:8]=[CH:9][C:4]([C:3]([OH:2])=[O:14])=[CH:5][CH:6]=2)[N:13]=1, predict the reactants needed to synthesize it. The reactants are: C[O:2][C:3](=[O:14])[C:4]1[CH:9]=[CH:8][C:7]([C:10](=[NH:13])[NH:11][OH:12])=[CH:6][CH:5]=1.[C:15](OC(=O)C)(=O)[CH3:16]. (6) Given the product [Br:13][CH2:11][C:10]([C:4]1[CH:5]=[CH:6][C:7]([O:8][CH3:9])=[C:2]([F:1])[CH:3]=1)=[O:12], predict the reactants needed to synthesize it. The reactants are: [F:1][C:2]1[CH:3]=[C:4]([C:10](=[O:12])[CH3:11])[CH:5]=[CH:6][C:7]=1[O:8][CH3:9].[Br:13]Br. (7) Given the product [F:1][C:2]1[CH:9]=[C:8]([N:14]2[CH2:15][CH2:16][O:17][CH2:18][CH:13]2[CH3:12])[CH:7]=[CH:6][C:3]=1[CH2:4][N:25]1[CH2:26][CH:22]2[CH2:21][N:20]([C:27]([O:29][N:38]3[C:39](=[O:40])[CH2:34][CH2:35][C:36]3=[O:37])=[O:28])[CH2:19][CH:23]2[CH2:24]1, predict the reactants needed to synthesize it. The reactants are: [F:1][C:2]1[CH:9]=[C:8](F)[CH:7]=[CH:6][C:3]=1[CH:4]=O.Cl.[CH3:12][CH:13]1[CH2:18][O:17][CH2:16][CH2:15][NH:14]1.[CH2:19]1[CH:23]2[CH2:24][NH:25][CH2:26][CH:22]2[CH2:21][N:20]1[C:27]([O:29]C(C)(C)C)=[O:28].[CH2:34]1[C:39](=[O:40])[N:38](OC(O[N:38]2[C:39](=[O:40])[CH2:34][CH2:35][C:36]2=[O:37])=O)[C:36](=[O:37])[CH2:35]1. (8) Given the product [C:23]([CH:20]1[CH2:21][CH2:22][CH:17]([O:16][C:11]2[CH:12]=[C:13]3[C:8](=[CH:9][CH:10]=2)[CH:7]=[C:6]([CH2:5][CH2:4][OH:3])[CH:15]=[CH:14]3)[CH2:18][CH2:19]1)([CH3:26])([CH3:24])[CH3:25], predict the reactants needed to synthesize it. The reactants are: C([O:3][C:4](=O)[CH2:5][C:6]1[CH:15]=[CH:14][C:13]2[C:8](=[CH:9][CH:10]=[C:11]([O:16][CH:17]3[CH2:22][CH2:21][CH:20]([C:23]([CH3:26])([CH3:25])[CH3:24])[CH2:19][CH2:18]3)[CH:12]=2)[CH:7]=1)C.[AlH4-].[Li+]. (9) Given the product [CH:44]1([N:47]([CH3:54])[CH2:48]/[CH:49]=[CH:50]/[C:51]([N:38]2[CH2:39][CH2:40][C@@H:36]([NH:35][C:10]3[C:11]4[C:12](=[N:13][CH:14]=[CH:15][C:16]=4[O:17][C:18]4[CH:34]=[CH:33][C:21]([C:22]([NH:24][C:25]5[CH:30]=[C:29]([O:31][CH3:32])[CH:28]=[CH:27][N:26]=5)=[O:23])=[CH:20][CH:19]=4)[N:8]([CH2:7][C:6]4[CH:5]=[CH:4][C:3]([O:2][CH3:1])=[CH:42][CH:41]=4)[N:9]=3)[CH2:37]2)=[O:52])[CH2:46][CH2:45]1, predict the reactants needed to synthesize it. The reactants are: [CH3:1][O:2][C:3]1[CH:42]=[CH:41][C:6]([CH2:7][N:8]2[C:12]3=[N:13][CH:14]=[CH:15][C:16]([O:17][C:18]4[CH:34]=[CH:33][C:21]([C:22]([NH:24][C:25]5[CH:30]=[C:29]([O:31][CH3:32])[CH:28]=[CH:27][N:26]=5)=[O:23])=[CH:20][CH:19]=4)=[C:11]3[C:10]([NH:35][C@@H:36]3[CH2:40][CH2:39][NH:38][CH2:37]3)=[N:9]2)=[CH:5][CH:4]=1.Cl.[CH:44]1([N:47]([CH3:54])[CH2:48]/[CH:49]=[CH:50]/[C:51](O)=[O:52])[CH2:46][CH2:45]1.